Dataset: Reaction yield outcomes from USPTO patents with 853,638 reactions. Task: Predict the reaction yield, written as a fraction of the theoretical maximum amount of product (1.0 means a 100% yield; for example, 0.34 means a 34% yield). (1) The reactants are [OH:1][C:2]1[CH:20]=[CH:19][C:18]([S:21]([N:24]2[CH2:29][CH2:28][CH2:27][CH2:26][CH2:25]2)(=[O:23])=[O:22])=[CH:17][C:3]=1[C:4]([NH:6][C:7]1[CH:12]=[CH:11][C:10]([O:13][CH:14]([CH3:16])[CH3:15])=[CH:9][CH:8]=1)=[O:5].C(=O)([O-])[O-].[K+].[K+].I[CH2:37][CH3:38]. The catalyst is CN(C=O)C. The product is [CH2:37]([O:1][C:2]1[CH:20]=[CH:19][C:18]([S:21]([N:24]2[CH2:29][CH2:28][CH2:27][CH2:26][CH2:25]2)(=[O:23])=[O:22])=[CH:17][C:3]=1[C:4]([NH:6][C:7]1[CH:12]=[CH:11][C:10]([O:13][CH:14]([CH3:16])[CH3:15])=[CH:9][CH:8]=1)=[O:5])[CH3:38]. The yield is 0.780. (2) The reactants are [Br:1][C:2]1[CH:7]=[CH:6][C:5]([F:8])=[C:4]([CH2:9]Br)[C:3]=1[CH2:11]Br.C(=O)([O-])O.[K+].[CH2:18]([NH2:25])[C:19]1[CH:24]=[CH:23][CH:22]=[CH:21][CH:20]=1. The catalyst is CC#N. The product is [CH2:18]([N:25]1[CH2:11][C:3]2[C:4](=[C:5]([F:8])[CH:6]=[CH:7][C:2]=2[Br:1])[CH2:9]1)[C:19]1[CH:24]=[CH:23][CH:22]=[CH:21][CH:20]=1. The yield is 0.460. (3) The reactants are [CH2:1]([O:8][C:9]1[CH:10]=[C:11]2[C:16](=[CH:17][CH:18]=1)[C:15]([O:19][CH3:20])=[C:14](Br)[CH:13]=[CH:12]2)[C:2]1[CH:7]=[CH:6][CH:5]=[CH:4][CH:3]=1.[C:22]([C:25]1[CH:30]=[CH:29][C:28](B(O)O)=[CH:27][CH:26]=1)([OH:24])=[O:23]. No catalyst specified. The product is [CH2:1]([O:8][C:9]1[CH:10]=[C:11]2[C:16](=[CH:17][CH:18]=1)[C:15]([O:19][CH3:20])=[C:14]([C:28]1[CH:29]=[CH:30][C:25]([C:22]([OH:24])=[O:23])=[CH:26][CH:27]=1)[CH:13]=[CH:12]2)[C:2]1[CH:7]=[CH:6][CH:5]=[CH:4][CH:3]=1. The yield is 0.430. (4) The reactants are [Cl:1][C:2]1[CH:10]=[CH:9][C:8]2[NH:7][C:6]3[CH2:11][CH2:12][N:13]([CH3:15])[CH2:14][C:5]=3[C:4]=2[CH:3]=1.[OH-].[K+].Br[CH2:19][CH2:20][C:21]1[CH:26]=[CH:25][C:24]([O:27][CH3:28])=[C:23]([F:29])[CH:22]=1. The catalyst is CN1CCCC1=O.O. The product is [F:29][C:23]1[CH:22]=[C:21]([CH:26]=[CH:25][C:24]=1[O:27][CH3:28])[CH2:20][CH2:19][N:7]1[C:8]2[CH:9]=[CH:10][C:2]([Cl:1])=[CH:3][C:4]=2[C:5]2[CH2:14][N:13]([CH3:15])[CH2:12][CH2:11][C:6]1=2. The yield is 0.0400. (5) The reactants are [Cl:1][C:2]1[CH:7]=[CH:6][C:5]([N:8]2[C:16]([C:17]([NH:19][CH3:20])=[O:18])=[C:15]3[C:10]([CH:11]=[C:12]([N+:24]([O-])=O)[C:13]([CH:21]4[CH2:23][CH2:22]4)=[CH:14]3)=[N:9]2)=[CH:4][CH:3]=1. The catalyst is C1COCC1.CO.[Ni]. The product is [NH2:24][C:12]1[C:13]([CH:21]2[CH2:23][CH2:22]2)=[CH:14][C:15]2[C:10]([CH:11]=1)=[N:9][N:8]([C:5]1[CH:4]=[CH:3][C:2]([Cl:1])=[CH:7][CH:6]=1)[C:16]=2[C:17]([NH:19][CH3:20])=[O:18]. The yield is 0.830. (6) The reactants are [C:1]([O:5][C:6]([NH:8][C@H:9]([CH2:13][C:14]#[N:15])[C:10]([OH:12])=O)=[O:7])([CH3:4])([CH3:3])[CH3:2].CN(C(ON1N=N[C:26]2[CH:27]=[CH:28][CH:29]=[N:30][C:25]1=2)=[N+](C)C)C.F[P-](F)(F)(F)(F)F.C1(N)CCCC1.CCN(CC)CC. The catalyst is C(Cl)Cl. The product is [C:14]([CH2:13][C@@H:9]([NH:8][C:6](=[O:7])[O:5][C:1]([CH3:2])([CH3:3])[CH3:4])[C:10]([NH:30][CH:25]1[CH2:26][CH2:27][CH2:28][CH2:29]1)=[O:12])#[N:15]. The yield is 0.930. (7) The reactants are [NH:1]1[CH2:5][CH2:4][C@@H:3]([NH:6][C:7](=[O:13])[O:8][C:9]([CH3:12])([CH3:11])[CH3:10])[CH2:2]1.[Br:14][C:15]1[C:16](F)=[C:17]2[C:23]([NH:24][C:25](=[O:32])[C:26]3[CH:31]=[CH:30][CH:29]=[N:28][CH:27]=3)=[CH:22][NH:21][C:18]2=[N:19][CH:20]=1.CC#N.O. The catalyst is CCCCO. The product is [Br:14][C:15]1[C:16]([N:1]2[CH2:5][CH2:4][C@@H:3]([NH:6][C:7](=[O:13])[O:8][C:9]([CH3:10])([CH3:12])[CH3:11])[CH2:2]2)=[C:17]2[C:23]([NH:24][C:25](=[O:32])[C:26]3[CH:31]=[CH:30][CH:29]=[N:28][CH:27]=3)=[CH:22][NH:21][C:18]2=[N:19][CH:20]=1. The yield is 0.351.